This data is from Reaction yield outcomes from USPTO patents with 853,638 reactions. The task is: Predict the reaction yield, written as a fraction of the theoretical maximum amount of product (1.0 means a 100% yield; for example, 0.34 means a 34% yield). (1) The reactants are C(O[BH-](OC(=O)C)OC(=O)C)(=O)C.[Na+].Cl.[CH2:16]1[C:25]2[C:20](=[CH:21][CH:22]=[C:23]([C:26]([O:28][CH3:29])=[O:27])[CH:24]=2)[CH2:19][CH2:18][NH:17]1.[C:30]([C:32]1[CH:39]=[CH:38][C:35]([CH:36]=O)=[CH:34][CH:33]=1)#[N:31].C(=O)(O)[O-].[Na+]. The catalyst is ClCCl.C(OCC)C. The product is [C:30]([C:32]1[CH:39]=[CH:38][C:35]([CH2:36][N:17]2[CH2:18][CH2:19][C:20]3[C:25](=[CH:24][C:23]([C:26]([O:28][CH3:29])=[O:27])=[CH:22][CH:21]=3)[CH2:16]2)=[CH:34][CH:33]=1)#[N:31]. The yield is 0.300. (2) The reactants are [N:1]([C@@H:4]([C@H:8]([CH3:14])[CH2:9][C:10]([F:13])([F:12])[F:11])[C:5]([OH:7])=[O:6])=[N+]=[N-].C(O)(=O)C. The catalyst is [Pd].O. The product is [F:11][C:10]([F:12])([F:13])[CH2:9][C@@H:8]([CH3:14])[C@@H:4]([C:5]([OH:7])=[O:6])[NH2:1]. The yield is 0.960. (3) The product is [CH2:1]([O:8][CH2:9][CH:10]1[CH:15]([SH:16])[CH2:14][CH2:13][N:12]([S:26]([C:29]2[CH:38]=[CH:37][C:36]3[C:31](=[CH:32][CH:33]=[CH:34][CH:35]=3)[CH:30]=2)(=[O:28])=[O:27])[CH2:11]1)[C:2]1[CH:7]=[CH:6][CH:5]=[CH:4][CH:3]=1. The catalyst is C(O)(C(F)(F)F)=O. The yield is 0.610. The reactants are [CH2:1]([O:8][CH2:9][CH:10]1[CH:15]([S:16]CC2C=CC(OC)=CC=2)[CH2:14][CH2:13][N:12]([S:26]([C:29]2[CH:38]=[CH:37][C:36]3[C:31](=[CH:32][CH:33]=[CH:34][CH:35]=3)[CH:30]=2)(=[O:28])=[O:27])[CH2:11]1)[C:2]1[CH:7]=[CH:6][CH:5]=[CH:4][CH:3]=1.C([SiH](CC)CC)C. (4) The reactants are [Br:1][C:2]1[CH:30]=[CH:29][C:5]([CH2:6][N:7]([CH2:18][CH:19]([NH:21]C(OC(C)(C)C)=O)[CH3:20])[C:8](=[O:17])[O:9][CH2:10][C:11]2[CH:16]=[CH:15][CH:14]=[CH:13][CH:12]=2)=[C:4]([F:31])[CH:3]=1.[F:32][C:33]([F:38])([F:37])[C:34]([OH:36])=[O:35]. The catalyst is C(Cl)Cl. The product is [F:32][C:33]([F:38])([F:37])[C:34]([OH:36])=[O:35].[NH2:21][CH:19]([CH3:20])[CH2:18][N:7]([CH2:6][C:5]1[CH:29]=[CH:30][C:2]([Br:1])=[CH:3][C:4]=1[F:31])[C:8](=[O:17])[O:9][CH2:10][C:11]1[CH:12]=[CH:13][CH:14]=[CH:15][CH:16]=1. The yield is 0.990.